From a dataset of Reaction yield outcomes from USPTO patents with 853,638 reactions. Predict the reaction yield, written as a fraction of the theoretical maximum amount of product (1.0 means a 100% yield; for example, 0.34 means a 34% yield). (1) The reactants are [OH:1][C:2]1[C:7]([CH2:8]/[CH:9]=[CH:10]/[CH2:11][CH3:12])=[CH:6][CH:5]=[CH:4][C:3]=1[CH2:13][C:14]([O:16][CH3:17])=[O:15]. The catalyst is CO. The product is [OH:1][C:2]1[C:7]([CH2:8][CH2:9][CH2:10][CH2:11][CH3:12])=[CH:6][CH:5]=[CH:4][C:3]=1[CH2:13][C:14]([O:16][CH3:17])=[O:15]. The yield is 0.760. (2) The reactants are [C:1]([C:3]1[CH:4]=[C:5]([CH:28]=[CH:29][CH:30]=1)[C:6]([NH:8][C:9]1[CH:10]=[C:11]2[C:17]([CH:18]3[CH2:23][CH2:22][N:21](C([O-])=O)[CH2:20][CH2:19]3)=[CH:16][N:15]([CH3:27])[C:12]2=[N:13][CH:14]=1)=[O:7])#[N:2].Cl. The catalyst is O1CCOCC1. The product is [C:1]([C:3]1[CH:4]=[C:5]([CH:28]=[CH:29][CH:30]=1)[C:6]([NH:8][C:9]1[CH:10]=[C:11]2[C:17]([CH:18]3[CH2:19][CH2:20][NH:21][CH2:22][CH2:23]3)=[CH:16][N:15]([CH3:27])[C:12]2=[N:13][CH:14]=1)=[O:7])#[N:2]. The yield is 0.860. (3) The reactants are [Cl:1][C:2]1[CH:3]=[C:4]([CH:9]=[CH:10][CH:11]=1)[C:5]([NH:7][OH:8])=[NH:6].[C:12]1(=O)[O:17][C:15](=[O:16])[CH2:14][CH2:13]1. The catalyst is CN(C=O)C.C(OCC)(=O)C. The product is [Cl:1][C:2]1[CH:3]=[C:4]([C:5]2[N:6]=[C:12]([CH2:13][CH2:14][C:15]([OH:17])=[O:16])[O:8][N:7]=2)[CH:9]=[CH:10][CH:11]=1. The yield is 0.600. (4) The reactants are CS(C)=O.C(Cl)(=O)C(Cl)=O.[OH:11][CH:12]1[C:16]2[N:17]=[CH:18][N:19]=[C:20]([N:21]3[CH2:26][CH2:25][N:24]([C:27]([O:29][C:30]([CH3:33])([CH3:32])[CH3:31])=[O:28])[CH2:23][CH2:22]3)[C:15]=2[C@H:14]([CH3:34])[CH2:13]1.C(N(CC)CC)C. The catalyst is C(Cl)Cl.CCOC(C)=O.O. The product is [CH3:34][C@H:14]1[C:15]2[C:20]([N:21]3[CH2:26][CH2:25][N:24]([C:27]([O:29][C:30]([CH3:33])([CH3:32])[CH3:31])=[O:28])[CH2:23][CH2:22]3)=[N:19][CH:18]=[N:17][C:16]=2[C:12](=[O:11])[CH2:13]1. The yield is 0.823. (5) The reactants are [CH:1]1([CH2:6][CH:7]([C:11]2[CH:16]=[CH:15][C:14]([S:17]([CH3:20])(=[O:19])=[O:18])=[CH:13][CH:12]=2)[C:8]([OH:10])=O)[CH2:5][CH2:4][CH2:3][CH2:2]1.[C:21](Cl)(=[O:25])[C:22](Cl)=O.[CH3:27]N(C)C=O. The catalyst is ClCCl.C(OCC)(=O)C.Cl. The product is [CH:1]1([CH2:6][CH:7]([C:11]2[CH:16]=[CH:15][C:14]([S:17]([CH3:20])(=[O:19])=[O:18])=[CH:13][CH:12]=2)[C:8](=[O:10])[CH2:27][C:21](=[O:25])[CH3:22])[CH2:2][CH2:3][CH2:4][CH2:5]1. The yield is 0.280. (6) The reactants are [CH3:1][O:2][C:3](=[O:19])[C:4]1[CH:9]=[C:8]([N:10]2[CH:15]=[CH:14][C:13]([CH3:16])=[CH:12][C:11]2=[O:17])[CH:7]=[C:6]([NH2:18])[CH:5]=1.[N-:20]=[N+:21]=[N-:22].[Na+].[CH:24](OCC)(OCC)OCC. The catalyst is CC(O)=O. The product is [CH3:1][O:2][C:3](=[O:19])[C:4]1[CH:5]=[C:6]([N:18]2[CH:24]=[N:22][N:21]=[N:20]2)[CH:7]=[C:8]([N:10]2[CH:15]=[CH:14][C:13]([CH3:16])=[CH:12][C:11]2=[O:17])[CH:9]=1. The yield is 1.00. (7) The reactants are [Cl:1][C:2]1[CH:3]=[C:4]([C:9]2[CH:10]=[N:11][CH:12]=[CH:13][CH:14]=2)[CH:5]=[C:6]([Cl:8])[CH:7]=1. The catalyst is CO.Cl.O=[Pt]=O. The product is [ClH:1].[Cl:1][C:2]1[CH:3]=[C:4]([CH:9]2[CH2:14][CH2:13][CH2:12][NH:11][CH2:10]2)[CH:5]=[C:6]([Cl:8])[CH:7]=1. The yield is 0.920.